This data is from Forward reaction prediction with 1.9M reactions from USPTO patents (1976-2016). The task is: Predict the product of the given reaction. (1) Given the reactants F[C:2]1[CH:7]=[C:6]([F:8])[CH:5]=[CH:4][C:3]=1[C:9]1[N:14]=[CH:13][N:12]=[C:11]([NH:15][C:16]2[CH:21]=[CH:20][CH:19]=[C:18]([CH2:22][S:23]([CH3:26])(=[O:25])=[O:24])[CH:17]=2)[N:10]=1.[F:27][C:28]1([CH2:34][OH:35])[CH2:33][CH2:32][CH2:31][CH2:30][CH2:29]1, predict the reaction product. The product is: [F:8][C:6]1[CH:5]=[CH:4][C:3]([C:9]2[N:14]=[CH:13][N:12]=[C:11]([NH:15][C:16]3[CH:21]=[CH:20][CH:19]=[C:18]([CH2:22][S:23]([CH3:26])(=[O:25])=[O:24])[CH:17]=3)[N:10]=2)=[C:2]([O:35][CH2:34][C:28]2([F:27])[CH2:33][CH2:32][CH2:31][CH2:30][CH2:29]2)[CH:7]=1. (2) Given the reactants [CH3:1][O:2][C:3]1[CH:40]=[CH:39][CH:38]=[CH:37][C:4]=1[CH2:5][O:6][CH2:7][CH2:8][CH2:9][O:10][C:11]1[CH:16]=[CH:15][C:14]([CH:17]2[CH2:22][CH2:21][NH:20][CH2:19][CH:18]2[O:23][CH2:24][C:25]2[CH:26]=[CH:27][CH:28]=[C:29]3[C:33]=2[NH:32][C:31](=O)[C:30]3([CH3:36])[CH3:35])=[CH:13][CH:12]=1.COCCO[AlH2-]OCCOC.[Na+].[OH-].[Na+], predict the reaction product. The product is: [CH3:1][O:2][C:3]1[CH:40]=[CH:39][CH:38]=[CH:37][C:4]=1[CH2:5][O:6][CH2:7][CH2:8][CH2:9][O:10][C:11]1[CH:12]=[CH:13][C:14]([CH:17]2[CH2:22][CH2:21][NH:20][CH2:19][CH:18]2[O:23][CH2:24][C:25]2[CH:26]=[CH:27][CH:28]=[C:29]3[C:33]=2[NH:32][CH2:31][C:30]3([CH3:36])[CH3:35])=[CH:15][CH:16]=1. (3) Given the reactants [NH:1]1[C:9]2[C:4](=[CH:5][C:6]([C:10]3[S:11][C:12]([S:15][CH3:16])=[N:13][N:14]=3)=[CH:7][CH:8]=2)[CH:3]=[CH:2]1.[OH-].[K+].[I:19]I, predict the reaction product. The product is: [I:19][C:3]1[C:4]2[C:9](=[CH:8][CH:7]=[C:6]([C:10]3[S:11][C:12]([S:15][CH3:16])=[N:13][N:14]=3)[CH:5]=2)[NH:1][CH:2]=1.